Dataset: Catalyst prediction with 721,799 reactions and 888 catalyst types from USPTO. Task: Predict which catalyst facilitates the given reaction. Reactant: [H-].[H-].[H-].[H-].[Li+].[Al+3].[C:7]([N:15]1[CH2:20][CH2:19][C:18]2[S:21][C:22]([C:24](OCC)=[O:25])=[CH:23][C:17]=2[CH2:16]1)(=O)[C:8]1[CH:13]=[CH:12][CH:11]=[CH:10][CH:9]=1. Product: [CH2:7]([N:15]1[CH2:20][CH2:19][C:18]2[S:21][C:22]([CH2:24][OH:25])=[CH:23][C:17]=2[CH2:16]1)[C:8]1[CH:9]=[CH:10][CH:11]=[CH:12][CH:13]=1. The catalyst class is: 1.